This data is from Full USPTO retrosynthesis dataset with 1.9M reactions from patents (1976-2016). The task is: Predict the reactants needed to synthesize the given product. (1) The reactants are: [OH:1][CH:2]1[CH2:5][N:4](C(OC(C)(C)C)=O)[CH2:3]1.C(N(CC)CC)C.[C:20]([Cl:28])(=[O:27])[C:21]1[CH:26]=[CH:25][CH:24]=[CH:23][CH:22]=1.O. Given the product [ClH:28].[NH:4]1[CH2:3][CH:2]([O:1][C:20](=[O:27])[C:21]2[CH:26]=[CH:25][CH:24]=[CH:23][CH:22]=2)[CH2:5]1, predict the reactants needed to synthesize it. (2) Given the product [F:1][C:2]1[C:10]2[C:6](=[C:7]([C:11]3[CH:16]=[CH:15][C:14]([O:17][CH3:18])=[CH:13][CH:12]=3)[N:8]([CH:22]([CH3:24])[CH3:23])[N:9]=2)[CH:5]=[CH:4][CH:3]=1, predict the reactants needed to synthesize it. The reactants are: [F:1][C:2]1[CH:3]=[CH:4][CH:5]=[C:6]2[C:10]=1[NH:9][N:8]=[C:7]2[C:11]1[CH:16]=[CH:15][C:14]([O:17][CH3:18])=[CH:13][CH:12]=1.[H-].[Na+].I[CH:22]([CH3:24])[CH3:23].